Task: Regression. Given two drug SMILES strings and cell line genomic features, predict the synergy score measuring deviation from expected non-interaction effect.. Dataset: NCI-60 drug combinations with 297,098 pairs across 59 cell lines Drug 1: CCC(=C(C1=CC=CC=C1)C2=CC=C(C=C2)OCCN(C)C)C3=CC=CC=C3.C(C(=O)O)C(CC(=O)O)(C(=O)O)O. Drug 2: C(=O)(N)NO. Cell line: SR. Synergy scores: CSS=-2.35, Synergy_ZIP=4.65, Synergy_Bliss=1.92, Synergy_Loewe=-5.38, Synergy_HSA=-4.53.